This data is from Peptide-MHC class I binding affinity with 185,985 pairs from IEDB/IMGT. The task is: Regression. Given a peptide amino acid sequence and an MHC pseudo amino acid sequence, predict their binding affinity value. This is MHC class I binding data. (1) The peptide sequence is GMFTNRFGSQ. The MHC is HLA-A66:01 with pseudo-sequence HLA-A66:01. The binding affinity (normalized) is 0. (2) The peptide sequence is ALNELPESL. The MHC is HLA-A02:03 with pseudo-sequence HLA-A02:03. The binding affinity (normalized) is 0.580. (3) The MHC is HLA-B15:17 with pseudo-sequence HLA-B15:17. The peptide sequence is QTSSIEGAW. The binding affinity (normalized) is 0.199.